Dataset: CYP2D6 inhibition data for predicting drug metabolism from PubChem BioAssay. Task: Regression/Classification. Given a drug SMILES string, predict its absorption, distribution, metabolism, or excretion properties. Task type varies by dataset: regression for continuous measurements (e.g., permeability, clearance, half-life) or binary classification for categorical outcomes (e.g., BBB penetration, CYP inhibition). Dataset: cyp2d6_veith. (1) The molecule is CC(C)CO/N=C1/C[C@@H](O)[C@@H](O)[C@H]2[C@@H]1CC[C@@H]1C(=O)N(Cc3ccccc3)C(=O)[C@H]12. The result is 0 (non-inhibitor). (2) The molecule is CCc1ccc(CCC(=O)O)nc1. The result is 0 (non-inhibitor). (3) The drug is c1ccc(-c2noc(-c3ccc4ccccc4c3)n2)cc1. The result is 0 (non-inhibitor). (4) The compound is COC(=O)N1CCC2(CCCN(C)C2)CC1. The result is 0 (non-inhibitor).